From a dataset of Catalyst prediction with 721,799 reactions and 888 catalyst types from USPTO. Predict which catalyst facilitates the given reaction. (1) Reactant: [C:1]([C:5]1[CH:9]=[C:8]([NH:10][C:11]([NH:13][C:14]2[CH:19]=[CH:18][C:17]([O:20][C:21]3[CH:26]=[CH:25][N:24]=[C:23]([C:27]4[CH:28]=[N:29][N:30]([CH3:32])[CH:31]=4)[CH:22]=3)=[CH:16][C:15]=2[F:33])=[O:12])[N:7]([C:34]2[CH:35]=[C:36]([CH:42]=[CH:43][CH:44]=2)[C:37](OCC)=[O:38])[N:6]=1)([CH3:4])([CH3:3])[CH3:2].[H-].[H-].[H-].[H-].[Li+].[Al+3].C1COCC1. Product: [C:1]([C:5]1[CH:9]=[C:8]([NH:10][C:11]([NH:13][C:14]2[CH:19]=[CH:18][C:17]([O:20][C:21]3[CH:26]=[CH:25][N:24]=[C:23]([C:27]4[CH:28]=[N:29][N:30]([CH3:32])[CH:31]=4)[CH:22]=3)=[CH:16][C:15]=2[F:33])=[O:12])[N:7]([C:34]2[CH:44]=[CH:43][CH:42]=[C:36]([CH2:37][OH:38])[CH:35]=2)[N:6]=1)([CH3:4])([CH3:2])[CH3:3]. The catalyst class is: 7. (2) Reactant: [CH3:1][C:2]1[C:3]([CH2:15][O:16][C:17]2[CH:22]=[CH:21][C:20]([C:23]3[C:27]([CH:28]=O)=[C:26]([O:30][CH3:31])[N:25]([CH3:32])[N:24]=3)=[CH:19][C:18]=2[CH3:33])=[C:4]([N:8]2[C:12](=[O:13])[N:11]([CH3:14])[N:10]=[N:9]2)[CH:5]=[CH:6][CH:7]=1.Cl.[NH2:35][OH:36].N1C=CC=CC=1. Product: [CH3:31][O:30][C:26]1[N:25]([CH3:32])[N:24]=[C:23]([C:20]2[CH:21]=[CH:22][C:17]([O:16][CH2:15][C:3]3[C:4]([N:8]4[C:12](=[O:13])[N:11]([CH3:14])[N:10]=[N:9]4)=[CH:5][CH:6]=[CH:7][C:2]=3[CH3:1])=[C:18]([CH3:33])[CH:19]=2)[C:27]=1[CH:28]=[N:35][OH:36]. The catalyst class is: 22. (3) Reactant: [F:1][CH:2]([F:10])[O:3][C:4]1[CH:5]=[CH:6][CH:7]=[CH:8][CH:9]=1.C([O:14][B:15](OC(C)C)[O:16]C(C)C)(C)C.C([Li])CCC.Cl. Product: [F:1][CH:2]([F:10])[O:3][C:4]1[CH:9]=[C:8]([B:15]([OH:16])[OH:14])[CH:7]=[CH:6][CH:5]=1. The catalyst class is: 7. (4) Reactant: ClC(C)COO[C:6]1[CH:7]=[C:8]2[C:13](=[CH:14][CH:15]=1)[N:12]=[CH:11][N:10]([C:16]1[CH:17]=[C:18]([CH:25]=[CH:26][C:27]=1[CH3:28])[C:19]([NH:21][CH:22]1[CH2:24][CH2:23]1)=[O:20])[C:9]2=[O:29].[NH:31]1[CH2:36][CH2:35][S:34][CH2:33][CH2:32]1.[I-].[K+]. Product: [CH:22]1([NH:21][C:19](=[O:20])[C:18]2[CH:25]=[CH:26][C:27]([CH3:28])=[C:16]([N:10]3[C:9](=[O:29])[C:8]4[C:13](=[CH:14][CH:15]=[C:6]([O:20][CH2:19][CH2:18][CH2:17][N:31]5[CH2:36][CH2:35][S:34][CH2:33][CH2:32]5)[CH:7]=4)[N:12]=[CH:11]3)[CH:17]=2)[CH2:23][CH2:24]1. The catalyst class is: 44. (5) Reactant: [N+:1]([C:4]1[CH:9]=[CH:8][C:7]([C:10]2[NH:11][C:12]3[CH:18]=[C:17]([O:19][CH3:20])[CH:16]=[CH:15][C:13]=3[N:14]=2)=[CH:6][CH:5]=1)([O-])=O.NC1C=CC(OC)=CC=1N.[N+](C1C=CC(C(O)=O)=CC=1)([O-])=O. Product: [NH2:1][C:4]1[CH:5]=[CH:6][C:7]([C:10]2[NH:11][C:12]3[CH:18]=[C:17]([O:19][CH3:20])[CH:16]=[CH:15][C:13]=3[N:14]=2)=[CH:8][CH:9]=1. The catalyst class is: 265. (6) Reactant: [C:1]1([CH3:19])[CH:6]=[CH:5][C:4]([S:7]([N:10]2[CH2:15][CH2:14][S:13][CH2:12][C@H:11]2[C:16]([OH:18])=O)(=[O:9])=[O:8])=[CH:3][CH:2]=1.C1(C)C=CC(S(O)(=O)=O)=CC=1.[CH2:31]([O:38][C:39](=[O:49])[C@H:40]([CH2:42][C:43]1[CH:48]=[CH:47][CH:46]=[CH:45][CH:44]=1)[NH2:41])[C:32]1[CH:37]=[CH:36][CH:35]=[CH:34][CH:33]=1.C1CCC(N=C=NC2CCCCC2)CC1. Product: [CH2:31]([O:38][C:39](=[O:49])[CH:40]([NH:41][C:16]([C@@H:11]1[CH2:12][S:13][CH2:14][CH2:15][N:10]1[S:7]([C:4]1[CH:3]=[CH:2][C:1]([CH3:19])=[CH:6][CH:5]=1)(=[O:8])=[O:9])=[O:18])[CH2:42][C:43]1[CH:44]=[CH:45][CH:46]=[CH:47][CH:48]=1)[C:32]1[CH:33]=[CH:34][CH:35]=[CH:36][CH:37]=1. The catalyst class is: 79.